The task is: Predict the reaction yield, written as a fraction of the theoretical maximum amount of product (1.0 means a 100% yield; for example, 0.34 means a 34% yield).. This data is from Reaction yield outcomes from USPTO patents with 853,638 reactions. (1) The reactants are [O-]CC.[Na+].C(O)C.[C:8]([O:16][CH2:17][CH3:18])(=[O:15])[CH2:9][C:10]([O:12]CC)=O.Cl[CH2:20][C:21]([NH2:23])=[O:22]. The catalyst is C(O)C. The product is [O:12]=[C:10]1[CH:9]([C:8]([O:16][CH2:17][CH3:18])=[O:15])[CH2:20][C:21](=[O:22])[NH:23]1. The yield is 0.660. (2) The yield is 0.620. The catalyst is C1(C)C=CC=CC=1.C([O-])(=O)C.[Pd+2].C([O-])(=O)C. The reactants are [C:1]([O:5][C:6]([N:8]1[CH2:13][CH2:12][NH:11][CH:10]([CH3:14])[CH2:9]1)=[O:7])([CH3:4])([CH3:3])[CH3:2].C(=O)([O-])[O-].[Cs+].[Cs+].C1(P(C2C=CC=CC=2)C2C=CC3C(=CC=CC=3)C=2C2C3C(=CC=CC=3)C=CC=2P(C2C=CC=CC=2)C2C=CC=CC=2)C=CC=CC=1.FC(F)(F)S(O[C:73]1[CH:82]=[CH:81][CH:80]=[C:79]2[C:74]=1[CH:75]=[CH:76][C:77]([CH3:83])=[N:78]2)(=O)=O. The product is [C:1]([O:5][C:6]([N:8]1[CH2:13][CH2:12][N:11]([C:73]2[CH:82]=[CH:81][CH:80]=[C:79]3[C:74]=2[CH:75]=[CH:76][C:77]([CH3:83])=[N:78]3)[CH:10]([CH3:14])[CH2:9]1)=[O:7])([CH3:4])([CH3:2])[CH3:3].